This data is from Reaction yield outcomes from USPTO patents with 853,638 reactions. The task is: Predict the reaction yield, written as a fraction of the theoretical maximum amount of product (1.0 means a 100% yield; for example, 0.34 means a 34% yield). (1) The product is [Br:1][C:2]1[N:3]=[C:4]2[C:11]([I:42])=[C:10]([C:12]3[CH:13]=[CH:14][C:15]([C:18]4([CH3:23])[O:22][CH2:21][CH2:20][O:19]4)=[CH:16][CH:17]=3)[N:9]([CH2:53][O:52][CH2:51][CH2:50][Si:47]([CH3:49])([CH3:48])[CH3:46])[C:5]2=[N:6][C:7]=1[CH3:8]. The yield is 0.730. The reactants are [Br:1][C:2]1[N:3]=[C:4]2[CH:11]=[C:10]([C:12]3[CH:17]=[CH:16][C:15]([C:18]4([CH3:23])[O:22][CH2:21][CH2:20][O:19]4)=[CH:14][CH:13]=3)[NH:9][C:5]2=[N:6][C:7]=1[CH3:8].C([Si](C)(C)C)#C.NC1C(Br)=NC(Br)=C(C)N=1.[OH-].[K+].[I:42]I.[H-].[Na+].[CH3:46][Si:47]([CH2:50][CH2:51][O:52][CH2:53]Cl)([CH3:49])[CH3:48].CC(O)=O. The catalyst is CN(C=O)C. (2) The reactants are [N:1]1([C:7]2[CH:16]=[CH:15][C:14]3[C:9](=[CH:10][CH:11]=[CH:12][CH:13]=3)[N:8]=2)[CH2:6][CH2:5][NH:4][CH2:3][CH2:2]1.[OH-].[Na+].Br[CH2:20][CH2:21][CH2:22][Cl:23].C(OCC)C. The catalyst is CC(C)=O.O. The product is [Cl:23][CH2:22][CH2:21][CH2:20][N:4]1[CH2:3][CH2:2][N:1]([C:7]2[CH:16]=[CH:15][C:14]3[C:9](=[CH:10][CH:11]=[CH:12][CH:13]=3)[N:8]=2)[CH2:6][CH2:5]1. The yield is 0.950. (3) The reactants are [Cl:1][C:2]1[CH:3]=[C:4]([NH:23][CH2:24][C:25]2[N:26]=[N:27][N:28]([CH:30]3[CH2:35][CH2:34][NH:33][CH2:32][CH2:31]3)[CH:29]=2)[CH:5]=[C:6]2[C:11]=1[N:10]=[CH:9][C:8]([C:12]#[N:13])=[C:7]2[NH:14][C:15]1[CH:20]=[CH:19][C:18]([F:21])=[C:17]([Cl:22])[CH:16]=1.ClC(Cl)C.[CH:40](=O)[CH2:41][CH3:42].C(O[BH-](OC(=O)C)OC(=O)C)(=O)C.[Na+]. The catalyst is C(O)(=O)C. The product is [Cl:1][C:2]1[CH:3]=[C:4]([NH:23][CH2:24][C:25]2[N:26]=[N:27][N:28]([CH:30]3[CH2:35][CH2:34][N:33]([CH2:40][CH2:41][CH3:42])[CH2:32][CH2:31]3)[CH:29]=2)[CH:5]=[C:6]2[C:11]=1[N:10]=[CH:9][C:8]([C:12]#[N:13])=[C:7]2[NH:14][C:15]1[CH:20]=[CH:19][C:18]([F:21])=[C:17]([Cl:22])[CH:16]=1. The yield is 0.575. (4) No catalyst specified. The product is [CH3:10][N:11]([C:4]1[CH:9]=[CH:8][CH:7]=[CH:6][N:5]=1)[CH3:12]. The reactants are Cl.ClC[C:4]1[CH:9]=[CH:8][CH:7]=[CH:6][N:5]=1.[CH3:10][NH2:11].[CH3:12]CO. The yield is 0.200. (5) The reactants are [Br:1]/[CH:2]=[C:3]1\[CH2:4][CH2:5][CH2:6][C@@:7]2([CH3:15])[C@H:11]\1[CH2:10][CH2:9][C@@H:8]2[C@@H:12](O)[CH3:13].C1(P(C2C=CC=CC=2)C2C=CC=CC=2)C=CC=CC=1.C(OC(N=NC(OCC)=O)=O)C. The catalyst is O1CCCC1. The product is [Br:1]/[CH:2]=[C:3]1/[C@H:11]2[C@:7]([CH3:15])([CH2:6][CH2:5][CH2:4]/1)/[C:8](=[CH:12]/[CH3:13])/[CH2:9][CH2:10]2. The yield is 0.446. (6) The product is [Cl:1][C:2]1[CH:6]=[N:5][N:4]([CH3:7])[C:3]=1[C:8]1[CH:9]=[C:10]([NH:16][C:27]([NH:26][C:21]2[CH:22]=[CH:23][CH:24]=[CH:25][C:20]=2[O:19][C:18]([F:17])([F:29])[F:30])=[O:28])[CH:11]=[CH:12][C:13]=1[O:14][CH3:15]. The reactants are [Cl:1][C:2]1[CH:6]=[N:5][N:4]([CH3:7])[C:3]=1[C:8]1[CH:9]=[C:10]([NH2:16])[CH:11]=[CH:12][C:13]=1[O:14][CH3:15].[F:17][C:18]([F:30])([F:29])[O:19][C:20]1[CH:25]=[CH:24][CH:23]=[CH:22][C:21]=1[N:26]=[C:27]=[O:28]. No catalyst specified. The yield is 0.0300. (7) The reactants are [Cl:1][C:2]1[C:3]([F:30])=[C:4]([F:29])[C:5]([NH:20][C:21]2[CH:26]=[CH:25][C:24]([I:27])=[CH:23][C:22]=2[Cl:28])=[C:6]([CH:19]=1)[C:7]([NH:9][O:10][CH2:11][C@@H:12]1[CH2:16][O:15]C(C)(C)[O:13]1)=[O:8].Cl. The catalyst is O1CCCC1. The product is [Cl:1][C:2]1[C:3]([F:30])=[C:4]([F:29])[C:5]([NH:20][C:21]2[CH:26]=[CH:25][C:24]([I:27])=[CH:23][C:22]=2[Cl:28])=[C:6]([CH:19]=1)[C:7]([NH:9][O:10][CH2:11][C@@H:12]([OH:13])[CH2:16][OH:15])=[O:8]. The yield is 0.540. (8) The reactants are [Br:1][C:2]1[CH:3]=[N:4][CH:5]=[C:6]([F:9])[C:7]=1Cl.[F-].[K+].Cl.[NH:13]1[CH2:18][CH2:17][CH:16]([C:19]([O:21][C:22]([CH3:25])([CH3:24])[CH3:23])=[O:20])[CH2:15][CH2:14]1.CCN(C(C)C)C(C)C. The catalyst is [N+](C)(C)(C)C.[Cl-].CS(C)=O. The product is [Br:1][C:2]1[CH:3]=[N:4][CH:5]=[C:6]([F:9])[C:7]=1[N:13]1[CH2:18][CH2:17][CH:16]([C:19]([O:21][C:22]([CH3:25])([CH3:24])[CH3:23])=[O:20])[CH2:15][CH2:14]1. The yield is 0.650. (9) The reactants are [Br:1][C:2]1[CH:28]=[CH:27][C:5]([O:6][C:7]2[C:8]3[CH:24]=[CH:23][C:22]([O:25][CH3:26])=[CH:21][C:9]=3[S:10](=O)[C:11]=2[C:12]2[CH:17]=[CH:16][C:15]([O:18][CH3:19])=[CH:14][CH:13]=2)=[CH:4][CH:3]=1.[H-].[H-].[H-].[H-].[Li+].[Al+3].OS([O-])(=O)=O.[Na+]. The catalyst is C1COCC1. The product is [Br:1][C:2]1[CH:28]=[CH:27][C:5]([O:6][C:7]2[C:8]3[CH:24]=[CH:23][C:22]([O:25][CH3:26])=[CH:21][C:9]=3[S:10][C:11]=2[C:12]2[CH:13]=[CH:14][C:15]([O:18][CH3:19])=[CH:16][CH:17]=2)=[CH:4][CH:3]=1. The yield is 0.910.